Dataset: Reaction yield outcomes from USPTO patents with 853,638 reactions. Task: Predict the reaction yield, written as a fraction of the theoretical maximum amount of product (1.0 means a 100% yield; for example, 0.34 means a 34% yield). The product is [CH3:19][CH:14]1[N:13]([CH3:12])[CH2:18][CH2:17][N:16]([C:2]2[S:6][C:5]([C:7]([O:9][CH2:10][CH3:11])=[O:8])=[CH:4][CH:3]=2)[CH2:15]1. The catalyst is C1(C)C=CC=CC=1.C([O-])(=O)C.[Pd+2].C([O-])(=O)C. The yield is 0.477. The reactants are Br[C:2]1[S:6][C:5]([C:7]([O:9][CH2:10][CH3:11])=[O:8])=[CH:4][CH:3]=1.[CH3:12][N:13]1[CH2:18][CH2:17][NH:16][CH2:15][CH:14]1[CH3:19].C1(P(C2C=CC=CC=2)C2C=CC3C(=CC=CC=3)C=2C2C3C(=CC=CC=3)C=CC=2P(C2C=CC=CC=2)C2C=CC=CC=2)C=CC=CC=1.C(=O)([O-])[O-].[Cs+].[Cs+].